This data is from Reaction yield outcomes from USPTO patents with 853,638 reactions. The task is: Predict the reaction yield, written as a fraction of the theoretical maximum amount of product (1.0 means a 100% yield; for example, 0.34 means a 34% yield). (1) The reactants are [CH2:1]([O:8][NH:9][C@H:10]1[CH2:15][N:14]([C:16](=[O:21])[C:17]([F:20])([F:19])[F:18])[C@H:13]([C:22]([O:24]C(C)(C)C)=[O:23])[CH2:12][CH2:11]1)[C:2]1[CH:7]=[CH:6][CH:5]=[CH:4][CH:3]=1.FC(F)(F)C(O)=O. The catalyst is C(Cl)Cl. The product is [CH2:1]([O:8][NH:9][C@H:10]1[CH2:15][N:14]([C:16](=[O:21])[C:17]([F:19])([F:20])[F:18])[C@H:13]([C:22]([OH:24])=[O:23])[CH2:12][CH2:11]1)[C:2]1[CH:3]=[CH:4][CH:5]=[CH:6][CH:7]=1. The yield is 0.710. (2) The reactants are [F:1][C:2]1[CH:34]=[CH:33][C:5]([CH2:6][N:7]2[C:16](=[O:17])[C:15]([C:18]3[NH:23][C:22]4[CH:24]=[CH:25][C:26](I)=[CH:27][C:21]=4[S:20](=[O:30])(=[O:29])[N:19]=3)=[C:14]([OH:31])[C@H:13]3[C@@H:8]2[C@H:9]2[CH2:32][C@@H:12]3[CH2:11][CH2:10]2)=[CH:4][CH:3]=1.[CH:35]1([S:38]([NH2:41])(=[O:40])=[O:39])[CH2:37][CH2:36]1.N(CC(O)=O)C.P([O-])([O-])([O-])=O.[K+].[K+].[K+]. The catalyst is CN(C)C=O.[Cu]I. The product is [F:1][C:2]1[CH:34]=[CH:33][C:5]([CH2:6][N:7]2[C:16](=[O:17])[C:15]([C:18]3[NH:23][C:22]4[CH:24]=[CH:25][C:26]([NH:41][S:38]([CH:35]5[CH2:37][CH2:36]5)(=[O:40])=[O:39])=[CH:27][C:21]=4[S:20](=[O:30])(=[O:29])[N:19]=3)=[C:14]([OH:31])[C@H:13]3[C@@H:8]2[C@H:9]2[CH2:32][C@@H:12]3[CH2:11][CH2:10]2)=[CH:4][CH:3]=1. The yield is 0.960. (3) The reactants are [CH2:1]([OH:21])[CH2:2][CH2:3][CH2:4]/[CH:5]=[CH:6]\[CH2:7]/[CH:8]=[CH:9]\[CH2:10]/[CH:11]=[CH:12]\[CH2:13]/[CH:14]=[CH:15]\[CH2:16]/[CH:17]=[CH:18]\[CH2:19][CH3:20].[C:22]([O:27]Br)(=[O:26])[CH:23]([CH3:25])[CH3:24].[OH-].[Na+].O. The catalyst is [Cl-].C([N+](CCCC)(CCCC)CCCC)CCC.C1(C)C=CC=CC=1. The product is [CH2:1]([O:21][C:23]([CH3:25])([CH3:24])[C:22]([O:27][C:23]([CH3:25])([CH3:24])[CH3:22])=[O:26])[CH2:2][CH2:3][CH2:4]/[CH:5]=[CH:6]\[CH2:7]/[CH:8]=[CH:9]\[CH2:10]/[CH:11]=[CH:12]\[CH2:13]/[CH:14]=[CH:15]\[CH2:16]/[CH:17]=[CH:18]\[CH2:19][CH3:20]. The yield is 0.440. (4) The yield is 0.830. The reactants are [Cl:1][C:2]1[C:3]([S:24]([N:27]([CH2:37][C:38]2[CH:43]=[CH:42][C:41]([O:44][CH3:45])=[CH:40][CH:39]=2)[CH2:28][C:29]2[CH:34]=[CH:33][C:32]([O:35][CH3:36])=[CH:31][CH:30]=2)(=[O:26])=[O:25])=[N:4][CH:5]=[C:6]([C:9]([N:11]2[CH2:16][CH2:15][CH:14]([C:17]3[CH:22]=[CH:21][C:20]([F:23])=[CH:19][CH:18]=3)[CH2:13][CH2:12]2)=[O:10])[C:7]=1Cl.[NH2:46][C:47]1[CH:54]=[C:53]([C:55]([F:58])([F:57])[F:56])[CH:52]=[CH:51][C:48]=1[C:49]#[N:50]. The product is [Cl:1][C:2]1[C:3]([S:24]([N:27]([CH2:28][C:29]2[CH:34]=[CH:33][C:32]([O:35][CH3:36])=[CH:31][CH:30]=2)[CH2:37][C:38]2[CH:43]=[CH:42][C:41]([O:44][CH3:45])=[CH:40][CH:39]=2)(=[O:25])=[O:26])=[N:4][CH:5]=[C:6]([C:9]([N:11]2[CH2:12][CH2:13][CH:14]([C:17]3[CH:18]=[CH:19][C:20]([F:23])=[CH:21][CH:22]=3)[CH2:15][CH2:16]2)=[O:10])[C:7]=1[NH:46][C:47]1[CH:54]=[C:53]([C:55]([F:56])([F:57])[F:58])[CH:52]=[CH:51][C:48]=1[C:49]#[N:50]. No catalyst specified. (5) The reactants are [C:1]1([CH3:11])[CH:6]=[C:5](C)[CH:4]=[C:3](C)[C:2]=1[Mg]Br.[C:12]1(=O)[CH2:18][CH2:17]C[CH2:15][CH2:14][CH2:13]1.P(Cl)(OC1C=CC=CC=1)(OC1C=CC=CC=1)=O.C1([Mg]Cl)C=CC=CC=1.Cl. The catalyst is C1COCC1.Cl[Pd](Cl)([P](C1C=CC=CC=1)(C1C=CC=CC=1)C1C=CC=CC=1)[P](C1C=CC=CC=1)(C1C=CC=CC=1)C1C=CC=CC=1.CCCCC. The product is [C:1]1([C:11]2[CH2:15][CH2:14][CH2:13][CH2:12][CH2:18][CH:17]=2)[CH:2]=[CH:3][CH:4]=[CH:5][CH:6]=1. The yield is 0.430. (6) The reactants are [CH3:1][O:2][C:3]1[C:11]([CH3:12])=[C:10]2[C:6]([C:7](=[O:13])[O:8][CH2:9]2)=[C:5]([O:14][CH2:15][CH2:16][Si:17]([CH3:20])([CH3:19])[CH3:18])[C:4]=1[CH2:21][CH:22]=[C:23]([CH3:26])[CH:24]=[O:25].[Li+].[BH4-]. The catalyst is CO.C1COCC1. The product is [OH:25][CH2:24][C:23]([CH3:26])=[CH:22][CH2:21][C:4]1[C:5]([O:14][CH2:15][CH2:16][Si:17]([CH3:18])([CH3:20])[CH3:19])=[C:6]2[C:10]([CH2:9][O:8][C:7]2=[O:13])=[C:11]([CH3:12])[C:3]=1[O:2][CH3:1]. The yield is 0.970.